Dataset: Catalyst prediction with 721,799 reactions and 888 catalyst types from USPTO. Task: Predict which catalyst facilitates the given reaction. (1) The catalyst class is: 12. Reactant: Br[C:2]1[CH:7]=[CH:6][C:5]([P:8]([CH3:11])([CH3:10])=[O:9])=[CH:4][CH:3]=1.[CH3:12][C:13]1([CH3:29])[C:17]([CH3:19])([CH3:18])[O:16][B:15]([B:15]2[O:16][C:17]([CH3:19])([CH3:18])[C:13]([CH3:29])([CH3:12])[O:14]2)[O:14]1.C([O-])(=O)C.[K+]. Product: [CH3:10][P:8]([C:5]1[CH:6]=[CH:7][C:2]([B:15]2[O:16][C:17]([CH3:19])([CH3:18])[C:13]([CH3:29])([CH3:12])[O:14]2)=[CH:3][CH:4]=1)([CH3:11])=[O:9]. (2) Reactant: Br[CH2:2][C:3]1[CH:4]=[C:5]([CH:10]=[CH:11][CH:12]=1)[C:6]([O:8][CH3:9])=[O:7].[NH:13]1[CH2:18][CH2:17][O:16][CH2:15][CH2:14]1. Product: [N:13]1([CH2:2][C:3]2[CH:4]=[C:5]([CH:10]=[CH:11][CH:12]=2)[C:6]([O:8][CH3:9])=[O:7])[CH2:18][CH2:17][O:16][CH2:15][CH2:14]1. The catalyst class is: 7. (3) Reactant: [CH3:1][O:2][C:3]([C@@H:5]1[N:10]([C:11]2[CH:16]=[CH:15][C:14]([Cl:17])=[CH:13][CH:12]=2)[CH2:9][CH2:8][N:7](C(OC(C)(C)C)=O)[CH2:6]1)=[O:4].[F:25][C:26]([F:31])([F:30])[C:27]([OH:29])=[O:28]. Product: [F:25][C:26]([F:31])([F:30])[C:27]([OH:29])=[O:28].[CH3:1][O:2][C:3]([C@H:5]1[CH2:6][NH:7][CH2:8][CH2:9][N:10]1[C:11]1[CH:16]=[CH:15][C:14]([Cl:17])=[CH:13][CH:12]=1)=[O:4]. The catalyst class is: 2.